This data is from Full USPTO retrosynthesis dataset with 1.9M reactions from patents (1976-2016). The task is: Predict the reactants needed to synthesize the given product. Given the product [Cl:28][CH2:17][C:7]1[CH:8]=[CH:9][CH:10]=[C:11]([O:12][CH2:13][CH2:14][O:15][CH3:16])[C:6]=1[O:5][CH2:4][CH2:3][O:2][CH3:1], predict the reactants needed to synthesize it. The reactants are: [CH3:1][O:2][CH2:3][CH2:4][O:5][C:6]1[C:11]([O:12][CH2:13][CH2:14][O:15][CH3:16])=[CH:10][CH:9]=[CH:8][C:7]=1[CH2:17]O.C(N(CC)CC)C.S(Cl)([Cl:28])=O.